Dataset: Full USPTO retrosynthesis dataset with 1.9M reactions from patents (1976-2016). Task: Predict the reactants needed to synthesize the given product. (1) Given the product [F:11][C:12]([F:19])([F:18])[C:13]([NH:10][CH2:9][CH2:8][CH2:7][C:1]1[CH:6]=[CH:5][CH:4]=[CH:3][CH:2]=1)=[O:14], predict the reactants needed to synthesize it. The reactants are: [C:1]1([CH2:7][CH2:8][CH2:9][NH2:10])[CH:6]=[CH:5][CH:4]=[CH:3][CH:2]=1.[F:11][C:12]([F:19])([F:18])[C:13](OCC)=[O:14]. (2) Given the product [O:10]=[C:8]1[C:7]2[C:6](=[C:5]([O:4][C:1](=[O:3])[CH3:2])[CH:15]=[CH:14][CH:13]=2)[C:11](=[O:12])[N:23]1[CH:24]1[CH2:30][CH2:29][C:28](=[O:31])[NH:27][C:25]1=[O:26], predict the reactants needed to synthesize it. The reactants are: [C:1]([O:4][C:5]1[CH:15]=[CH:14][CH:13]=[C:7]2[C:8]([O:10][C:11](=[O:12])[C:6]=12)=O)(=[O:3])[CH3:2].FC(F)(F)C(O)=O.[NH2:23][CH:24]1[CH2:30][CH2:29][C:28](=[O:31])[NH:27][C:25]1=[O:26].CC([O-])=O.[Na+]. (3) Given the product [ClH:36].[CH3:32][C:33]([CH3:38])([CH3:37])[C:34]([NH:3][CH2:4][C:5]1[CH:10]=[N:9][C:8]([N:11]2[C:15](=[O:16])[C:14]([C:17]3[CH:18]=[N:19][CH:20]=[CH:21][CH:22]=3)=[CH:13][NH:12]2)=[CH:7][CH:6]=1)=[O:35], predict the reactants needed to synthesize it. The reactants are: Cl.Cl.[NH2:3][CH2:4][C:5]1[CH:6]=[CH:7][C:8]([N:11]2[C:15](=[O:16])[C:14]([C:17]3[CH:18]=[N:19][CH:20]=[CH:21][CH:22]=3)=[CH:13][NH:12]2)=[N:9][CH:10]=1.C(N(CC)C(C)C)(C)C.[CH3:32][C:33]([CH3:38])([CH3:37])[C:34]([Cl:36])=[O:35]. (4) The reactants are: [C:1]([C:4]1[CH:5]=[N:6][CH:7]=[CH:8][C:9]=1[CH2:10][CH:11]1[CH2:20][CH2:19][C:18]2[C:13](=[CH:14][CH:15]=[C:16]([O:21][CH3:22])[CH:17]=2)[C:12]1=[O:23])(=[O:3])[CH3:2].[F:24][C:25]1[CH:26]=[C:27]([CH:30]=[CH:31][CH:32]=1)[CH2:28][Br:29]. Given the product [Br-:29].[C:1]([C:4]1[CH:5]=[N+:6]([CH2:28][C:27]2[CH:30]=[CH:31][CH:32]=[C:25]([F:24])[CH:26]=2)[CH:7]=[CH:8][C:9]=1[CH2:10][CH:11]1[CH2:20][CH2:19][C:18]2[C:13](=[CH:14][CH:15]=[C:16]([O:21][CH3:22])[CH:17]=2)[C:12]1=[O:23])(=[O:3])[CH3:2], predict the reactants needed to synthesize it. (5) Given the product [Cl:1][C:2]1[C:7]([Cl:8])=[C:6]([Cl:9])[N:5]=[C:4]([CH:10]=[O:11])[CH:3]=1, predict the reactants needed to synthesize it. The reactants are: [Cl:1][C:2]1[C:7]([Cl:8])=[C:6]([Cl:9])[N:5]=[C:4]([CH2:10][OH:11])[CH:3]=1. (6) Given the product [C:1]12([C:11]3[CH:12]=[C:13]([C:26]4[CH:27]=[C:28]([CH:31]=[CH:32][CH:33]=4)[CH:29]=[O:30])[CH:14]=[C:15]([F:25])[C:16]=3[OH:17])[CH2:10][CH:5]3[CH2:4][CH:3]([CH2:9][CH:7]([CH2:6]3)[CH2:8]1)[CH2:2]2, predict the reactants needed to synthesize it. The reactants are: [C:1]12([C:11]3[CH:12]=[C:13]([C:26]4[CH:27]=[C:28]([CH:31]=[CH:32][CH:33]=4)[CH:29]=[O:30])[CH:14]=[C:15]([F:25])[C:16]=3[O:17][Si](C(C)(C)C)(C)C)[CH2:10][CH:5]3[CH2:6][CH:7]([CH2:9][CH:3]([CH2:4]3)[CH2:2]1)[CH2:8]2.[F-].C([N+](CCCC)(CCCC)CCCC)CCC.